This data is from Reaction yield outcomes from USPTO patents with 853,638 reactions. The task is: Predict the reaction yield, written as a fraction of the theoretical maximum amount of product (1.0 means a 100% yield; for example, 0.34 means a 34% yield). The reactants are [CH:1]1[C:10]2[C:5](=[CH:6][CH:7]=[CH:8][CH:9]=2)[CH:4]=[C:3]([NH2:11])[N:2]=1.C(O)(C(F)(F)F)=O. The catalyst is [Pt](=O)=O. The product is [CH:1]1[C:10]2[CH2:9][CH2:8][CH2:7][CH2:6][C:5]=2[CH:4]=[C:3]([NH2:11])[N:2]=1. The yield is 0.570.